From a dataset of Merck oncology drug combination screen with 23,052 pairs across 39 cell lines. Regression. Given two drug SMILES strings and cell line genomic features, predict the synergy score measuring deviation from expected non-interaction effect. Drug 2: C#Cc1cccc(Nc2ncnc3cc(OCCOC)c(OCCOC)cc23)c1. Synergy scores: synergy=-20.2. Drug 1: CN1C(=O)C=CC2(C)C3CCC4(C)C(NC(=O)OCC(F)(F)F)CCC4C3CCC12. Cell line: RKO.